This data is from Forward reaction prediction with 1.9M reactions from USPTO patents (1976-2016). The task is: Predict the product of the given reaction. Given the reactants N#N.[NH:3]1[C:7]2[CH:8]=[CH:9][CH:10]=[CH:11][C:6]=2[N:5]=[C:4]1[CH:12]([NH:23]C(=O)OC(C)(C)C)[CH2:13][C:14]1[CH:19]=[CH:18][C:17]([O:20][CH3:21])=[CH:16][C:15]=1[CH3:22].Cl, predict the reaction product. The product is: [NH:3]1[C:7]2[CH:8]=[CH:9][CH:10]=[CH:11][C:6]=2[N:5]=[C:4]1[CH:12]([NH2:23])[CH2:13][C:14]1[CH:19]=[CH:18][C:17]([O:20][CH3:21])=[CH:16][C:15]=1[CH3:22].